From a dataset of Full USPTO retrosynthesis dataset with 1.9M reactions from patents (1976-2016). Predict the reactants needed to synthesize the given product. (1) The reactants are: C[Si]([N-][Si](C)(C)C)(C)C.[Li+].[N:11]1[C:20]2[C:15](=[CH:16][C:17]([CH2:21][C:22]([O:24][CH3:25])=[O:23])=[CH:18][CH:19]=2)[CH:14]=[CH:13][CH:12]=1.[CH3:26]I. Given the product [N:11]1[C:20]2[C:15](=[CH:16][C:17]([CH:21]([CH3:26])[C:22]([O:24][CH3:25])=[O:23])=[CH:18][CH:19]=2)[CH:14]=[CH:13][CH:12]=1, predict the reactants needed to synthesize it. (2) Given the product [ClH:20].[ClH:20].[F:18][C:15]([C:10]1[C:9]([CH2:8][NH2:7])=[CH:14][N:13]=[CH:12][N:11]=1)([CH3:16])[CH3:17], predict the reactants needed to synthesize it. The reactants are: C(OC(=O)[NH:7][CH2:8][C:9]1[C:10]([C:15]([F:18])([CH3:17])[CH3:16])=[N:11][CH:12]=[N:13][CH:14]=1)(C)(C)C.[ClH:20]. (3) Given the product [Cl:1][C:2]1[CH:37]=[CH:36][CH:35]=[CH:34][C:3]=1[CH2:4][N:5]1[C:13]2[C:8](=[CH:9][CH:10]=[CH:11][CH:12]=2)[C:7]([C:23]2[CH:24]=[C:25]([CH3:32])[C:26]([OH:30])=[C:27]([CH3:29])[CH:28]=2)([C:14]2[CH:15]=[CH:16][C:17]([N+:20]([O-:22])=[O:21])=[CH:18][CH:19]=2)[C:6]1=[O:33], predict the reactants needed to synthesize it. The reactants are: [Cl:1][C:2]1[CH:37]=[CH:36][CH:35]=[CH:34][C:3]=1[CH2:4][N:5]1[C:13]2[C:8](=[CH:9][CH:10]=[CH:11][CH:12]=2)[C:7]([C:23]2[CH:28]=[C:27]([CH3:29])[C:26]([O:30]C)=[C:25]([CH3:32])[CH:24]=2)([C:14]2[CH:19]=[CH:18][C:17]([N+:20]([O-:22])=[O:21])=[CH:16][CH:15]=2)[C:6]1=[O:33].Cl.N1C=CC=CC=1.Cl. (4) Given the product [NH2:2][CH2:1][C:3]1[CH:4]=[C:5]([NH:13][C:14]([CH:16]2[CH2:25][CH2:24][C:23]3[C:18](=[CH:19][C:20]([O:26][C:27]4[CH:32]=[CH:31][N:30]=[C:29]([C:33]([N:35]5[CH2:36][CH2:37][CH2:38][CH2:39]5)=[O:34])[CH:28]=4)=[CH:21][CH:22]=3)[CH2:17]2)=[O:15])[CH:6]=[C:7]([C:9]([F:11])([F:12])[F:10])[CH:8]=1, predict the reactants needed to synthesize it. The reactants are: [C:1]([C:3]1[CH:4]=[C:5]([NH:13][C:14]([CH:16]2[CH2:25][CH2:24][C:23]3[C:18](=[CH:19][C:20]([O:26][C:27]4[CH:32]=[CH:31][N:30]=[C:29]([C:33]([N:35]5[CH2:39][CH2:38][CH2:37][CH2:36]5)=[O:34])[CH:28]=4)=[CH:21][CH:22]=3)[CH2:17]2)=[O:15])[CH:6]=[C:7]([C:9]([F:12])([F:11])[F:10])[CH:8]=1)#[N:2]. (5) Given the product [Cl:23][C:4]1[CH:3]=[C:2]([O:27][CH3:26])[S:6][C:5]=1[C:7]1[C:8]([CH3:22])=[N:9][N:10]2[C:15]([CH:16]([CH2:19][CH3:20])[CH2:17][CH3:18])=[CH:14][C:13]([CH3:21])=[N:12][C:11]=12, predict the reactants needed to synthesize it. The reactants are: Br[C:2]1[S:6][C:5]([C:7]2[C:8]([CH3:22])=[N:9][N:10]3[C:15]([CH:16]([CH2:19][CH3:20])[CH2:17][CH3:18])=[CH:14][C:13]([CH3:21])=[N:12][C:11]=23)=[C:4]([Cl:23])[CH:3]=1.[I-].[Na+].[CH3:26][O-:27].[Na+].CO. (6) Given the product [ClH:44].[C:1]1([C:29]2[CH:34]=[CH:33][CH:32]=[CH:31][CH:30]=2)[CH:6]=[CH:5][CH:4]=[CH:3][C:2]=1[CH2:7][C:8]([CH:16]1[O:21][CH2:20][CH2:19][NH:18][CH2:17]1)([CH:10]1[CH2:11][CH2:12][O:13][CH2:14][CH2:15]1)[OH:9], predict the reactants needed to synthesize it. The reactants are: [C:1]1([C:29]2[CH:34]=[CH:33][CH:32]=[CH:31][CH:30]=2)[CH:6]=[CH:5][CH:4]=[CH:3][C:2]=1[CH2:7][C:8]([CH:16]1[O:21][CH2:20][CH2:19][N:18](CC2C=CC=CC=2)[CH2:17]1)([CH:10]1[CH2:15][CH2:14][O:13][CH2:12][CH2:11]1)[OH:9].CCN(C(C)C)C(C)C.[Cl:44]C(OC(Cl)C)=O.